This data is from Full USPTO retrosynthesis dataset with 1.9M reactions from patents (1976-2016). The task is: Predict the reactants needed to synthesize the given product. (1) Given the product [C:1]([C:5]1[N:10]=[C:9]([N:11]2[CH2:12][CH2:13][N:14]([CH2:21][CH2:22][CH2:23][O:24][C:25](=[O:27])[CH3:26])[CH2:15][CH2:16]2)[CH:8]=[C:7]([CH:17]2[CH2:19][CH2:18]2)[N:6]=1)([CH3:4])([CH3:2])[CH3:3], predict the reactants needed to synthesize it. The reactants are: [C:1]([C:5]1[N:10]=[C:9]([N:11]2[CH2:16][CH2:15][NH:14][CH2:13][CH2:12]2)[CH:8]=[C:7]([CH:17]2[CH2:19][CH2:18]2)[N:6]=1)([CH3:4])([CH3:3])[CH3:2].Cl[CH2:21][CH2:22][CH2:23][O:24][C:25](=[O:27])[CH3:26].C(N(CC)CC)C.[I-].[Na+]. (2) Given the product [Br:27][C:9]1[CH:8]=[C:7]([C:6]2[C:2]([CH3:1])=[N:3][O:4][C:5]=2[CH3:26])[C:16]2[O:15][CH2:14][C@H:13]([C:17]3[CH:22]=[CH:21][CH:20]=[CH:19][N:18]=3)[N:12]3[C:23](=[O:25])[NH:24][C:10]=1[C:11]=23, predict the reactants needed to synthesize it. The reactants are: [CH3:1][C:2]1[C:6]([C:7]2[C:16]3[O:15][CH2:14][C@H:13]([C:17]4[CH:22]=[CH:21][CH:20]=[CH:19][N:18]=4)[N:12]4[C:23](=[O:25])[NH:24][C:10]([C:11]=34)=[CH:9][CH:8]=2)=[C:5]([CH3:26])[O:4][N:3]=1.[Br:27]N1C(=O)CCC1=O. (3) Given the product [CH2:1]([O:8][C:9]1[CH:14]=[CH:13][C:12]([C:15]2[N:24]([C:25]([O:27][C:28]([CH3:31])([CH3:30])[CH3:29])=[O:26])[C:18]3=[N:19][C:20]([Cl:23])=[CH:21][CH:22]=[C:17]3[N:16]=2)=[CH:11][CH:10]=1)[C:2]1[CH:3]=[CH:4][CH:5]=[CH:6][CH:7]=1, predict the reactants needed to synthesize it. The reactants are: [CH2:1]([O:8][C:9]1[CH:14]=[CH:13][C:12]([C:15]2[NH:24][C:18]3=[N:19][C:20]([Cl:23])=[CH:21][CH:22]=[C:17]3[N:16]=2)=[CH:11][CH:10]=1)[C:2]1[CH:7]=[CH:6][CH:5]=[CH:4][CH:3]=1.[C:25](O[C:25]([O:27][C:28]([CH3:31])([CH3:30])[CH3:29])=[O:26])([O:27][C:28]([CH3:31])([CH3:30])[CH3:29])=[O:26].CCN(CC)CC. (4) Given the product [Cl:1][CH2:2][CH:3]([P:5](=[O:8])([CH3:7])[CH3:6])[O:4][Si:13]([C:9]([CH3:12])([CH3:11])[CH3:10])([CH3:15])[CH3:14], predict the reactants needed to synthesize it. The reactants are: [Cl:1][CH2:2][CH:3]([P:5](=[O:8])([CH3:7])[CH3:6])[OH:4].[C:9]([Si:13](Cl)([CH3:15])[CH3:14])([CH3:12])([CH3:11])[CH3:10].N1C=CC=CC=1. (5) Given the product [CH3:10][N:11]([CH3:35])[CH2:12][CH2:13][N:14]1[C:23]2[C@@:18]([CH3:33])([C@H:19]3[CH2:30][CH2:29][C@@:28]4([CH3:31])[C@@H:24]([CH2:25][CH:26]=[C:27]4[C:3]4[CH:2]=[N:1][CH:6]=[CH:5][CH:4]=4)[C@@H:20]3[CH2:21][CH:22]=2)[CH2:17][CH2:16][C:15]1=[O:34], predict the reactants needed to synthesize it. The reactants are: [N:1]1[CH:6]=[CH:5][CH:4]=[C:3](B(O)O)[CH:2]=1.[CH3:10][N:11]([CH3:35])[CH2:12][CH2:13][N:14]1[C:23]2[C@@:18]([CH3:33])([C@H:19]3[CH2:30][CH2:29][C@@:28]4([CH3:31])[C@@H:24]([CH2:25][CH:26]=[C:27]4I)[C@@H:20]3[CH2:21][CH:22]=2)[CH2:17][CH2:16][C:15]1=[O:34].O. (6) Given the product [OH:31][C:29]1[CH:30]=[C:23]2[C:24]([CH2:25][N:3]3[CH:4]=[N:5][C:6]4[C:11](=[CH:10][C:9]([O:12][CH2:13][CH2:14][O:15][CH3:16])=[C:8]([O:17][CH2:18][CH2:19][O:20][CH3:21])[CH:7]=4)[C:2]3=[N:22]2)=[CH:27][CH:28]=1, predict the reactants needed to synthesize it. The reactants are: Cl[C:2]1[C:11]2[C:6](=[CH:7][C:8]([O:17][CH2:18][CH2:19][O:20][CH3:21])=[C:9]([O:12][CH2:13][CH2:14][O:15][CH3:16])[CH:10]=2)[N:5]=[CH:4][N:3]=1.[NH2:22][C:23]1[CH:30]=[C:29]([OH:31])[CH:28]=[CH:27][C:24]=1[CH2:25]O. (7) Given the product [F:10][C:11]1[CH:16]=[CH:15][C:14]([CH2:17][C:18]2[C:27]3[C:22](=[CH:23][CH:24]=[CH:25][CH:26]=3)[C:21](=[O:28])[NH:20][N:19]=2)=[CH:13][C:12]=1[N:29]1[C:30](=[O:31])[CH2:32][CH2:33][CH2:34][C:35]1=[O:37], predict the reactants needed to synthesize it. The reactants are: C(N(C(C)C)CC)(C)C.[F:10][C:11]1[CH:16]=[CH:15][C:14]([CH2:17][C:18]2[C:27]3[C:22](=[CH:23][CH:24]=[CH:25][CH:26]=3)[C:21](=[O:28])[NH:20][N:19]=2)=[CH:13][C:12]=1[NH:29][C:30]([CH2:32][CH2:33][CH2:34][C:35]([OH:37])=O)=[O:31].